This data is from Full USPTO retrosynthesis dataset with 1.9M reactions from patents (1976-2016). The task is: Predict the reactants needed to synthesize the given product. The reactants are: [NH:1]1[CH2:4][CH:3]([N:5]2[C:9]([C:10]3[CH:15]=[C:14]([C:16]([F:19])([F:18])[F:17])[CH:13]=[CH:12][C:11]=3[C:20]3[CH:29]=[CH:28][CH:27]=[C:26]4[C:21]=3[CH:22]=[CH:23][C:24]([S:30]([NH:33][C:34]3[S:35][CH:36]=[CH:37][N:38]=3)(=[O:32])=[O:31])=[CH:25]4)=[CH:8][CH:7]=[N:6]2)[CH2:2]1.Cl[CH2:40]CCl.C=O.C(O[BH-](OC(=O)C)OC(=O)C)(=O)C.[Na+]. Given the product [CH3:40][N:1]1[CH2:2][CH:3]([N:5]2[C:9]([C:10]3[CH:15]=[C:14]([C:16]([F:19])([F:17])[F:18])[CH:13]=[CH:12][C:11]=3[C:20]3[CH:29]=[CH:28][CH:27]=[C:26]4[C:21]=3[CH:22]=[CH:23][C:24]([S:30]([NH:33][C:34]3[S:35][CH:36]=[CH:37][N:38]=3)(=[O:31])=[O:32])=[CH:25]4)=[CH:8][CH:7]=[N:6]2)[CH2:4]1, predict the reactants needed to synthesize it.